This data is from Forward reaction prediction with 1.9M reactions from USPTO patents (1976-2016). The task is: Predict the product of the given reaction. (1) Given the reactants [SH:1][C:2]1[CH:9]=[CH:8][CH:7]=[C:6]([CH3:10])[C:3]=1[C:4]#[N:5].[Br:11]Br, predict the reaction product. The product is: [Br:11][C:4]1[C:3]2[C:6]([CH3:10])=[CH:7][CH:8]=[CH:9][C:2]=2[S:1][N:5]=1. (2) Given the reactants [Cl:1][C:2]1[C:3]([NH:23][C:24]2[CH:28]=[C:27]([CH3:29])[NH:26][N:25]=2)=[N:4][C:5]([NH:8][C:9]2[CH:14]=[C:13]([CH3:15])[C:12]([CH:16]3[CH2:21][CH2:20][NH:19][CH2:18][CH2:17]3)=[CH:11][C:10]=2[F:22])=[N:6][CH:7]=1.I[CH2:31][CH3:32].C(N(CC)CC)C, predict the reaction product. The product is: [Cl:1][C:2]1[C:3]([NH:23][C:24]2[CH:28]=[C:27]([CH3:29])[NH:26][N:25]=2)=[N:4][C:5]([NH:8][C:9]2[CH:14]=[C:13]([CH3:15])[C:12]([CH:16]3[CH2:17][CH2:18][N:19]([CH2:31][CH3:32])[CH2:20][CH2:21]3)=[CH:11][C:10]=2[F:22])=[N:6][CH:7]=1. (3) Given the reactants [NH2:1][C@@H:2]([CH2:33][C:34]1[CH:39]=[CH:38][CH:37]=[CH:36][CH:35]=1)[C@@H:3]([OH:32])[CH2:4][C@@H:5]([NH:19][C:20]([C@@H:22]([NH:27][C:28](=[O:31])[O:29][CH3:30])[C:23]([CH3:26])([CH3:25])[CH3:24])=[O:21])[CH2:6][C:7]1[CH:12]=[CH:11][C:10]([C:13]2[CH:18]=[CH:17][CH:16]=[CH:15][N:14]=2)=[CH:9][CH:8]=1.[CH3:40][O:41][C:42]([NH:44][C@@H:45]([C:49]([CH3:52])([CH3:51])[CH3:50])[C:46](O)=[O:47])=[O:43].CCOP(ON1N=NC2C=CC=CC=2C1=O)(OCC)=O.C(N(CC)C(C)C)(C)C, predict the reaction product. The product is: [CH2:33]([C@@H:2]([C@@H:3]([OH:32])[CH2:4][C@H:5]([CH2:6][C:7]1[CH:12]=[CH:11][C:10]([C:13]2[CH:18]=[CH:17][CH:16]=[CH:15][N:14]=2)=[CH:9][CH:8]=1)[NH:19][C:20](=[O:21])[C@H:22]([C:23]([CH3:26])([CH3:25])[CH3:24])[NH:27][C:28](=[O:31])[O:29][CH3:30])[NH:1][C:46](=[O:47])[C@@H:45]([NH:44][C:42](=[O:43])[O:41][CH3:40])[C:49]([CH3:52])([CH3:51])[CH3:50])[C:34]1[CH:35]=[CH:36][CH:37]=[CH:38][CH:39]=1. (4) Given the reactants C(P1(=O)OP(CCC)(=O)OP(CCC)(=O)O1)CC.[NH2:19][C:20]1[CH:21]=[C:22]([CH:26]=[C:27]([Br:29])[CH:28]=1)[C:23]([OH:25])=O.[O:30]1[CH2:35][CH2:34][N:33]([CH2:36][CH2:37][NH2:38])[CH2:32][CH2:31]1.CCN(CC)CC, predict the reaction product. The product is: [NH2:19][C:20]1[CH:21]=[C:22]([CH:26]=[C:27]([Br:29])[CH:28]=1)[C:23]([NH:38][CH2:37][CH2:36][N:33]1[CH2:34][CH2:35][O:30][CH2:31][CH2:32]1)=[O:25]. (5) Given the reactants [Br:1][C:2]1[C:3]([F:12])=[CH:4][C:5]([N+:9]([O-])=O)=[C:6]([OH:8])[CH:7]=1.O.O.[Sn](Cl)Cl.C[CH2:19][OH:20].C(N1C=CN=C1)(N1C=CN=C1)=O, predict the reaction product. The product is: [Br:1][C:2]1[C:3]([F:12])=[CH:4][C:5]2[NH:9][C:19](=[O:20])[O:8][C:6]=2[CH:7]=1. (6) Given the reactants [F:1][CH:2]1[CH:7]([O:8][C:9]2[CH:10]=[CH:11][CH:12]=[C:13]3[C:18]=2[N:17]=[C:16]([C:19]2[N:23]4[CH:24]=[CH:25][C:26]([O:28][CH2:29][CH2:30][O:31]C)=[CH:27][C:22]4=[N:21][CH:20]=2)[CH:15]=[CH:14]3)[CH2:6][CH2:5][NH:4][CH2:3]1.B(Br)(Br)Br, predict the reaction product. The product is: [F:1][C@H:2]1[C@H:7]([O:8][C:9]2[CH:10]=[CH:11][CH:12]=[C:13]3[C:18]=2[N:17]=[C:16]([C:19]2[N:23]4[CH:24]=[CH:25][C:26]([O:28][CH2:29][CH2:30][OH:31])=[CH:27][C:22]4=[N:21][CH:20]=2)[CH:15]=[CH:14]3)[CH2:6][CH2:5][NH:4][CH2:3]1. (7) The product is: [OH:1][CH2:2][CH2:3][O:4][C:5]1[CH:12]=[CH:11][C:8]([CH:9]=[O:13])=[CH:7][CH:6]=1. Given the reactants [OH:1][CH2:2][CH2:3][O:4][C:5]1[CH:12]=[CH:11][C:8]([CH:9]=C)=[CH:7][CH:6]=1.[OH:13]C1C=CC(C=O)=CC=1, predict the reaction product.